From a dataset of Peptide-MHC class I binding affinity with 185,985 pairs from IEDB/IMGT. Regression. Given a peptide amino acid sequence and an MHC pseudo amino acid sequence, predict their binding affinity value. This is MHC class I binding data. (1) The peptide sequence is HLDGEVLSL. The MHC is HLA-A02:02 with pseudo-sequence HLA-A02:02. The binding affinity (normalized) is 0.613. (2) The peptide sequence is LYHFANYNF. The MHC is HLA-A24:02 with pseudo-sequence HLA-A24:02. The binding affinity (normalized) is 1.00. (3) The peptide sequence is ALTLNTMTK. The MHC is HLA-A03:01 with pseudo-sequence HLA-A03:01. The binding affinity (normalized) is 0.391. (4) The peptide sequence is RQFHTAFEF. The MHC is Mamu-B3901 with pseudo-sequence Mamu-B3901. The binding affinity (normalized) is 0.635. (5) The peptide sequence is FMNEDHWFS. The MHC is HLA-A02:06 with pseudo-sequence HLA-A02:06. The binding affinity (normalized) is 0.482. (6) The peptide sequence is ALAKAAAAL. The MHC is HLA-A02:01 with pseudo-sequence HLA-A02:01. The binding affinity (normalized) is 0.512. (7) The peptide sequence is PVMKRYSAPF. The MHC is HLA-A24:02 with pseudo-sequence HLA-A24:02. The binding affinity (normalized) is 0.0439.